Predict the product of the given reaction. From a dataset of Forward reaction prediction with 1.9M reactions from USPTO patents (1976-2016). (1) Given the reactants C(OC([N:8]1[C:16]2[C:11](=[CH:12][C:13]([O:17][CH2:18][C:19]3[CH:24]=[CH:23][C:22]([CH:25]4[CH2:30][CH2:29][CH2:28][CH2:27][CH2:26]4)=[C:21]([C:31]([F:34])([F:33])[F:32])[CH:20]=3)=[CH:14][CH:15]=2)[CH2:10][CH2:9]1)=O)(C)(C)C.[ClH:35].O1CCOCC1, predict the reaction product. The product is: [ClH:35].[CH:25]1([C:22]2[CH:23]=[CH:24][C:19]([CH2:18][O:17][C:13]3[CH:12]=[C:11]4[C:16](=[CH:15][CH:14]=3)[NH:8][CH2:9][CH2:10]4)=[CH:20][C:21]=2[C:31]([F:34])([F:32])[F:33])[CH2:26][CH2:27][CH2:28][CH2:29][CH2:30]1. (2) Given the reactants [NH:1]1[C:5](B(O)O)=[CH:4][CH:3]=[N:2]1.Br[CH2:10][C:11]([O:13][C:14]([CH3:17])([CH3:16])[CH3:15])=[O:12].C(=O)([O-])[O-].[K+].[K+].Br[C:25]1[CH:26]=[N:27][C:28]([NH2:31])=[N:29][CH:30]=1, predict the reaction product. The product is: [C:14]([O:13][C:11](=[O:12])[CH2:10][N:2]1[CH:3]=[CH:4][C:5]([C:25]2[CH:26]=[N:27][C:28]([NH2:31])=[N:29][CH:30]=2)=[N:1]1)([CH3:17])([CH3:16])[CH3:15].